Dataset: Forward reaction prediction with 1.9M reactions from USPTO patents (1976-2016). Task: Predict the product of the given reaction. (1) Given the reactants [OH:1][C:2]([C@@H:4]1[CH:19]=[C:18]2[C@@H:8]([CH2:9][C:10]3[C:20]4[C:13](=[CH:14][CH:15]=[CH:16][C:17]2=4)[NH:12][CH:11]=3)[N:6]([CH3:7])[CH2:5]1)=[O:3].C(O)(C(F)(F)F)=O.[Br:28]Br, predict the reaction product. The product is: [Br:28][C:11]1[NH:12][C:13]2[C:20]3[C:10]=1[CH2:9][C@@H:8]1[C:18](=[CH:19][C@@H:4]([C:2]([OH:1])=[O:3])[CH2:5][N:6]1[CH3:7])[C:17]=3[CH:16]=[CH:15][CH:14]=2. (2) Given the reactants Cl[C:2]1[N:10]=[C:9]2[C:5]([N:6]=[CH:7][N:8]2[CH3:11])=[C:4]([NH:12][C:13]2[CH:18]=[CH:17][C:16]([F:19])=[CH:15][CH:14]=2)[N:3]=1.[CH3:20][C:21]1[CH:25]=[CH:24][NH:23][N:22]=1, predict the reaction product. The product is: [F:19][C:16]1[CH:17]=[CH:18][C:13]([NH:12][C:4]2[N:3]=[C:2]([N:23]3[CH:24]=[CH:25][C:21]([CH3:20])=[N:22]3)[N:10]=[C:9]3[C:5]=2[N:6]=[CH:7][N:8]3[CH3:11])=[CH:14][CH:15]=1. (3) Given the reactants [CH2:1]([N:3]([CH2:34][CH:35]1[CH2:39][CH2:38][CH2:37][O:36]1)[C:4]1[C:5]2[CH2:26][N:25](C(OC(C)(C)C)=O)[CH2:24][CH2:23][C:6]=2[N:7]=[C:8]([NH:10][C:11]2[CH:16]=[CH:15][C:14]([N:17]3[CH:21]=[CH:20][N:19]=[C:18]3[CH3:22])=[CH:13][CH:12]=2)[N:9]=1)[CH3:2].Cl, predict the reaction product. The product is: [CH2:1]([N:3]([CH2:34][CH:35]1[CH2:39][CH2:38][CH2:37][O:36]1)[C:4]1[C:5]2[CH2:26][NH:25][CH2:24][CH2:23][C:6]=2[N:7]=[C:8]([NH:10][C:11]2[CH:12]=[CH:13][C:14]([N:17]3[CH:21]=[CH:20][N:19]=[C:18]3[CH3:22])=[CH:15][CH:16]=2)[N:9]=1)[CH3:2]. (4) Given the reactants [CH2:1]=[O:2].[Cl-].[Mg+2].[Cl-].C(N(CC)CC)C.[Cl:13][C:14]1[CH:19]=[CH:18][C:17]([CH3:20])=[CH:16][C:15]=1[OH:21].Cl, predict the reaction product. The product is: [Cl:13][C:14]1[C:15]([OH:21])=[C:16]([C:17]([CH3:20])=[CH:18][CH:19]=1)[CH:1]=[O:2]. (5) Given the reactants [NH2:1]/[C:2](/OCC)=[CH:3]\[C:4](=O)[C:5]([F:8])([F:7])[F:6].S(O)(O)(=O)=O.[CH3:18][NH:19][NH2:20], predict the reaction product. The product is: [CH3:18][N:19]1[C:4]([C:5]([F:8])([F:7])[F:6])=[CH:3][C:2]([NH2:1])=[N:20]1. (6) The product is: [NH2:11][C:10]1[C:9]([Cl:16])=[CH:8][C:7]([CH:24]=[O:25])=[C:13]([O:14][CH3:15])[CH:12]=1. Given the reactants C([Mg]Cl)(C)C.Br[C:7]1[C:13]([O:14][CH3:15])=[CH:12][C:10]([NH2:11])=[C:9]([Cl:16])[CH:8]=1.C([Li])CCC.CN(C)[CH:24]=[O:25].C(O)(=O)CC(CC(O)=O)(C(O)=O)O, predict the reaction product. (7) Given the reactants Cl[CH2:2][CH2:3][O:4][C:5]1[CH:12]=[CH:11][C:8]([CH:9]=[O:10])=[CH:7][CH:6]=1.[H-].[Na+].[NH:15]1[CH:19]=[CH:18][N:17]=[CH:16]1.O, predict the reaction product. The product is: [N:15]1([CH2:2][CH2:3][O:4][C:5]2[CH:12]=[CH:11][C:8]([CH:9]=[O:10])=[CH:7][CH:6]=2)[CH:19]=[CH:18][N:17]=[CH:16]1.